This data is from Full USPTO retrosynthesis dataset with 1.9M reactions from patents (1976-2016). The task is: Predict the reactants needed to synthesize the given product. (1) Given the product [CH3:3][C:4]1[O:8][C:7]([C:9]2[CH:10]=[CH:11][C:12]([CH3:15])=[CH:13][CH:14]=2)=[N:6][C:5]=1[CH2:16][CH2:17][O:18][C:19]1[CH:20]=[C:21]2[C:25](=[CH:26][CH:27]=1)[C@H:24]([C@H:28]([CH2:33][CH3:34])[C:29]([OH:31])=[O:30])[CH2:23][CH2:22]2, predict the reactants needed to synthesize it. The reactants are: [Li+].[OH-].[CH3:3][C:4]1[O:8][C:7]([C:9]2[CH:14]=[CH:13][C:12]([CH3:15])=[CH:11][CH:10]=2)=[N:6][C:5]=1[CH2:16][CH2:17][O:18][C:19]1[CH:20]=[C:21]2[C:25](=[CH:26][CH:27]=1)[C@H:24]([C@H:28]([CH2:33][CH3:34])[C:29]([O:31]C)=[O:30])[CH2:23][CH2:22]2.CCOC(C)=O.CCCCCC. (2) Given the product [I:10][C:11]1[CH:16]=[CH:15][C:14]([O:1][C@@H:2]2[CH:7]3[CH2:8][CH2:9][N:4]([CH2:5][CH2:6]3)[CH2:3]2)=[CH:13][CH:12]=1, predict the reactants needed to synthesize it. The reactants are: [OH:1][C@@H:2]1[CH:7]2[CH2:8][CH2:9][N:4]([CH2:5][CH2:6]2)[CH2:3]1.[I:10][C:11]1[CH:16]=[CH:15][C:14](I)=[CH:13][CH:12]=1. (3) Given the product [CH3:51][C@@H:52]1[CH2:57][CH2:56][CH2:55][CH2:54][C@H:53]1[O:58][C:59](=[O:64])[O:60][CH:61]([O:16][C:14]1[N:13]([C:17]2[N:18]=[CH:19][CH:20]=[CH:21][N:22]=2)[N:12]=[C:11]([CH:10]([NH:9][C:6]2[CH:5]=[CH:4][C:3]([C:2]([NH2:1])=[N:36][C:37](=[O:45])[C:38]3[CH:39]=[CH:40][C:41]([CH3:44])=[CH:42][CH:43]=3)=[CH:8][CH:7]=2)[C:23]2[CH:28]=[C:27]([O:29][CH3:30])[CH:26]=[C:25]([O:31][CH2:32][CH2:33][OH:34])[C:24]=2[F:35])[N:15]=1)[CH3:62], predict the reactants needed to synthesize it. The reactants are: [NH2:1][C:2](=[N:36][C:37](=[O:45])[C:38]1[CH:43]=[CH:42][C:41]([CH3:44])=[CH:40][CH:39]=1)[C:3]1[CH:8]=[CH:7][C:6]([NH:9][CH:10]([C:23]2[CH:28]=[C:27]([O:29][CH3:30])[CH:26]=[C:25]([O:31][CH2:32][CH2:33][OH:34])[C:24]=2[F:35])[C:11]2[NH:15][C:14](=[O:16])[N:13]([C:17]3[N:22]=[CH:21][CH:20]=[CH:19][N:18]=3)[N:12]=2)=[CH:5][CH:4]=1.C(=O)([O-])O.[K+].[CH3:51][C@@H:52]1[CH2:57][CH2:56][CH2:55][CH2:54][C@H:53]1[O:58][C:59](=[O:64])[O:60][CH:61](Cl)[CH3:62]. (4) Given the product [CH3:29][NH:31][C:10](=[O:11])[C@@H:9]([NH:8][C:6](=[O:7])[O:5][C:1]([CH3:4])([CH3:3])[CH3:2])[CH2:13][CH:14]1[CH2:19][CH2:18][CH:17]([CH3:20])[CH2:16][CH2:15]1, predict the reactants needed to synthesize it. The reactants are: [C:1]([O:5][C:6]([NH:8][C@@H:9]([CH2:13][CH:14]1[CH2:19][CH2:18][CH:17]([CH3:20])[CH2:16][CH2:15]1)[C:10](O)=[O:11])=[O:7])([CH3:4])([CH3:3])[CH3:2].C(Cl)CCl.C1C=CC2N(O)N=[N:31][C:29]=2C=1.CCN(C(C)C)C(C)C.CN.CCO. (5) Given the product [Cl:25][CH2:2][C:3]1[C:4]([C:16]2[CH:21]=[CH:20][CH:19]=[CH:18][CH:17]=2)=[N:5][C:6]2[C:11]([C:12]=1[C:13]([NH:43][N:42]([C:36]1[CH:37]=[CH:38][CH:39]=[CH:40][CH:41]=1)[C:44]([O:46][CH3:47])=[O:45])=[O:14])=[CH:10][CH:9]=[CH:8][CH:7]=2, predict the reactants needed to synthesize it. The reactants are: Br[CH2:2][C:3]1[C:4]([C:16]2[CH:21]=[CH:20][CH:19]=[CH:18][CH:17]=2)=[N:5][C:6]2[C:11]([C:12]=1[C:13](O)=[O:14])=[CH:10][CH:9]=[CH:8][CH:7]=2.C(Cl)(=O)C([Cl:25])=O.CCN(CC)CC.Cl.[C:36]1([NH+:42]([C:44]([O:46][CH3:47])=[O:45])[NH2:43])[CH:41]=[CH:40][CH:39]=[CH:38][CH:37]=1.